This data is from Reaction yield outcomes from USPTO patents with 853,638 reactions. The task is: Predict the reaction yield, written as a fraction of the theoretical maximum amount of product (1.0 means a 100% yield; for example, 0.34 means a 34% yield). (1) The reactants are [Cl:1][C:2]1[C:31]([Cl:32])=[CH:30][C:5]2[N:6]=[C:7]([C:9]3[N:10](S(C4C=CC(C)=CC=4)(=O)=O)[C:11]4[C:16]([CH:17]=3)=[CH:15][C:14]([CH:18]=[O:19])=[CH:13][CH:12]=4)[NH:8][C:4]=2[CH:3]=1.C(N(C(C)C)CC)(C)C.[CH3:42][O:43][CH2:44]Cl.O. The catalyst is CN(C)C=O. The product is [Cl:32][C:31]1[C:2]([Cl:1])=[CH:3][C:4]2[N:8]([CH2:42][O:43][CH3:44])[C:7]([C:9]3[NH:10][C:11]4[C:16]([CH:17]=3)=[CH:15][C:14]([CH:18]=[O:19])=[CH:13][CH:12]=4)=[N:6][C:5]=2[CH:30]=1. The yield is 0.890. (2) The reactants are [NH2:1][C:2]1[S:3][C:4]2[CH2:19][C:14]3([O:18][CH2:17][CH2:16][O:15]3)[CH2:13][CH2:12][C:5]=2[C:6]=1[C:7](OCC)=[O:8].C([O-])=O.[NH4+].[CH:24]([NH2:26])=O. No catalyst specified. The product is [O:15]1[CH2:16][CH2:17][O:18][C:14]21[CH2:13][CH2:12][C:5]1[C:6]3[C:7](=[O:8])[NH:26][CH:24]=[N:1][C:2]=3[S:3][C:4]=1[CH2:19]2. The yield is 0.880.